Dataset: Forward reaction prediction with 1.9M reactions from USPTO patents (1976-2016). Task: Predict the product of the given reaction. (1) Given the reactants [CH2:1]([C@@H:4]1[CH2:9][C:8](=[O:10])[CH2:7][C@H:6]([CH2:11][CH2:12][CH3:13])[NH:5]1)[CH2:2][CH3:3].[CH3:14][C:15]([O:18][C:19](O[C:19]([O:18][C:15]([CH3:17])([CH3:16])[CH3:14])=[O:20])=[O:20])([CH3:17])[CH3:16].O, predict the reaction product. The product is: [C:15]([O:18][C:19]([N:5]1[C@@H:6]([CH2:11][CH2:12][CH3:13])[CH2:7][C:8](=[O:10])[CH2:9][C@H:4]1[CH2:1][CH2:2][CH3:3])=[O:20])([CH3:17])([CH3:16])[CH3:14]. (2) Given the reactants Br[C:2]1[N:3]([CH:18]2[CH2:23][CH2:22][CH2:21][CH2:20][O:19]2)[C:4]2[C:9]([N:10]=1)=[C:8]([NH2:11])[N:7]=[C:6]([NH:12][CH2:13][CH2:14][CH2:15][CH2:16][CH3:17])[N:5]=2.[CH3:24][O-:25].[Na+], predict the reaction product. The product is: [CH3:24][O:25][C:2]1[N:3]([CH:18]2[CH2:23][CH2:22][CH2:21][CH2:20][O:19]2)[C:4]2[C:9]([N:10]=1)=[C:8]([NH2:11])[N:7]=[C:6]([NH:12][CH2:13][CH2:14][CH2:15][CH2:16][CH3:17])[N:5]=2. (3) Given the reactants [F:1][C:2]1[CH:3]=[C:4]2[C:8](=[CH:9][CH:10]=1)[N:7]([C@@H:11]([C:16]1[CH:21]=[CH:20][CH:19]=[CH:18][CH:17]=1)[C@H:12]([OH:15])[CH2:13][OH:14])[CH:6]=[C:5]2[CH3:22].[C:23]1([CH3:33])[CH:28]=[CH:27][C:26]([S:29](Cl)(=[O:31])=[O:30])=[CH:25][CH:24]=1.Cl, predict the reaction product. The product is: [F:1][C:2]1[CH:3]=[C:4]2[C:8](=[CH:9][CH:10]=1)[N:7]([C@@H:11]([C:16]1[CH:21]=[CH:20][CH:19]=[CH:18][CH:17]=1)[C@H:12]([OH:15])[CH2:13][O:14][S:29]([C:26]1[CH:27]=[CH:28][C:23]([CH3:33])=[CH:24][CH:25]=1)(=[O:31])=[O:30])[CH:6]=[C:5]2[CH3:22]. (4) The product is: [Cl:1][C:2]1[CH:3]=[C:4]([S:31]([NH:34][C:35]2[N:36]=[N:37][CH:38]=[CH:39][CH:40]=2)(=[O:32])=[O:33])[CH:5]=[CH:6][C:7]=1[O:8][C:9]1[CH:14]=[CH:13][C:12]([C:15]2[CH:16]=[CH:17][C:18]([C:21]([F:24])([F:23])[F:22])=[CH:19][CH:20]=2)=[CH:11][C:10]=1[C:25]1[CH:30]=[CH:29][N:28]=[N:27][CH:26]=1. Given the reactants [Cl:1][C:2]1[CH:3]=[C:4]([S:31]([N:34](COC)[C:35]2[N:36]=[N:37][CH:38]=[CH:39][CH:40]=2)(=[O:33])=[O:32])[CH:5]=[CH:6][C:7]=1[O:8][C:9]1[CH:14]=[CH:13][C:12]([C:15]2[CH:20]=[CH:19][C:18]([C:21]([F:24])([F:23])[F:22])=[CH:17][CH:16]=2)=[CH:11][C:10]=1[C:25]1[CH:30]=[CH:29][N:28]=[N:27][CH:26]=1.ClC1C=C(S(/N=C2/N(COC)N=CC=C/2)(=O)=O)C=CC=1OC1C=CC(C2C=CC(C(F)(F)F)=CC=2)=CC=1C1C=CN=NC=1.Cl, predict the reaction product. (5) Given the reactants [CH3:1][N:2]([CH3:9])[CH:3]1[CH2:8][CH2:7][NH:6][CH2:5][CH2:4]1.[CH2:10]([O:12][C:13]1[CH:18]=[C:17](F)[CH:16]=[CH:15][C:14]=1[N+:20]([O-:22])=[O:21])[CH3:11].CCN(C(C)C)C(C)C, predict the reaction product. The product is: [CH2:10]([O:12][C:13]1[CH:18]=[C:17]([N:6]2[CH2:7][CH2:8][CH:3]([N:2]([CH3:9])[CH3:1])[CH2:4][CH2:5]2)[CH:16]=[CH:15][C:14]=1[N+:20]([O-:22])=[O:21])[CH3:11]. (6) Given the reactants [Br:1][C:2]1[CH:3]=[C:4]([C:8]2[NH:12][CH:11]=[N:10][CH:9]=2)[CH:5]=[CH:6][CH:7]=1.[H-].[Na+].Cl[CH2:16][O:17][CH2:18][CH2:19][Si:20]([CH3:23])([CH3:22])[CH3:21], predict the reaction product. The product is: [Br:1][C:2]1[CH:3]=[C:4]([C:8]2[N:12]([CH2:16][O:17][CH2:18][CH2:19][Si:20]([CH3:23])([CH3:22])[CH3:21])[CH:11]=[N:10][CH:9]=2)[CH:5]=[CH:6][CH:7]=1. (7) Given the reactants [C:1]([CH2:3][C:4]1([N:17]2[CH:21]=[C:20]([C:22]3[N:27]4[CH:28]=[CH:29][N:30]=[C:26]4[CH:25]=[C:24]([C:31]4[CH:32]=[N:33][N:34]([CH3:36])[CH:35]=4)[N:23]=3)[CH:19]=[N:18]2)[CH2:9][CH2:8][N:7](C(OC(C)(C)C)=O)[CH2:6][CH2:5]1)#[N:2].C(Cl)[Cl:38].Cl.O1CCOCC1, predict the reaction product. The product is: [ClH:38].[CH3:36][N:34]1[CH:35]=[C:31]([C:24]2[N:23]=[C:22]([C:20]3[CH:19]=[N:18][N:17]([C:4]4([CH2:3][C:1]#[N:2])[CH2:5][CH2:6][NH:7][CH2:8][CH2:9]4)[CH:21]=3)[N:27]3[CH:28]=[CH:29][N:30]=[C:26]3[CH:25]=2)[CH:32]=[N:33]1. (8) Given the reactants [CH:1]1[C:6]([C:7]2[C:16](=[O:17])[C:15]3[CH:14]=[CH:13][C:12]([OH:18])=[CH:11][C:10]=3[O:9][CH:8]=2)=[CH:5][CH:4]=[C:3]([OH:19])[CH:2]=1.C([OH:22])C, predict the reaction product. The product is: [OH:19][C:3]1[CH:4]=[CH:5][C:6]([C:7]2[C:16](=[O:17])[C:15]3[C:10](=[CH:11][C:12]([OH:18])=[C:13]([OH:22])[CH:14]=3)[O:9][CH:8]=2)=[CH:1][CH:2]=1. (9) Given the reactants [Br:1][C:2]1[N:3]=[C:4]([C:9]2[O:10][C:11]([C:14]3[S:15][CH:16]=[CH:17][C:18]=3[CH3:19])=[N:12][N:13]=2)[C:5]([NH2:8])=[N:6][CH:7]=1.C1COCC1.C(=O)(OC(C)(C)C)[O:26][C:27]([O:29][C:30]([CH3:33])([CH3:32])[CH3:31])=O, predict the reaction product. The product is: [Br:1][C:2]1[N:3]=[C:4]([C:9]2[O:10][C:11]([C:14]3[S:15][CH:16]=[CH:17][C:18]=3[CH3:19])=[N:12][N:13]=2)[C:5]([NH:8][C:27](=[O:26])[O:29][C:30]([CH3:33])([CH3:32])[CH3:31])=[N:6][CH:7]=1. (10) Given the reactants [CH3:1][O:2][C:3]1[CH:8]=[CH:7][C:6]([NH:9][C:10]2[S:11][CH:12]=[C:13]([C:15]3[CH:20]=[CH:19][N:18]=[CH:17][CH:16]=3)[N:14]=2)=[CH:5][CH:4]=1.[H-].[Na+].[CH3:23]I, predict the reaction product. The product is: [CH3:23][N:9]([C:6]1[CH:5]=[CH:4][C:3]([O:2][CH3:1])=[CH:8][CH:7]=1)[C:10]1[S:11][CH:12]=[C:13]([C:15]2[CH:20]=[CH:19][N:18]=[CH:17][CH:16]=2)[N:14]=1.